Dataset: Aqueous solubility values for 9,982 compounds from the AqSolDB database. Task: Regression/Classification. Given a drug SMILES string, predict its absorption, distribution, metabolism, or excretion properties. Task type varies by dataset: regression for continuous measurements (e.g., permeability, clearance, half-life) or binary classification for categorical outcomes (e.g., BBB penetration, CYP inhibition). For this dataset (solubility_aqsoldb), we predict Y. (1) The molecule is CCn1cc(C(=O)OC)c(=O)c2ccc(C)nc21. The Y is -2.70 log mol/L. (2) The drug is O=[V](=O)[O-].[K+]. The Y is -0.0466 log mol/L. (3) The compound is Cc1cc(Cc2ccc(Cl)cc2)c(Cl)c(Cl)c1Cl. The Y is -8.18 log mol/L. (4) The drug is C[C@]12C[C@H](O)[C@@]3(F)[C@@H](CCC4=CC(=O)C=C[C@@]43C)[C@@H]1C[C@@H](O)[C@]2(O)C(=O)CO. The Y is -3.69 log mol/L. (5) The compound is COC(N)=O. The Y is 0.964 log mol/L.